From a dataset of Reaction yield outcomes from USPTO patents with 853,638 reactions. Predict the reaction yield, written as a fraction of the theoretical maximum amount of product (1.0 means a 100% yield; for example, 0.34 means a 34% yield). (1) The reactants are C(OC(=O)[NH:7][CH:8]([CH3:19])[C:9]([N:11]1[CH2:16][CH2:15][S:14](=[O:18])(=[O:17])[CH2:13][CH2:12]1)=[O:10])(C)(C)C.FC(F)(F)C(O)=O. The catalyst is C(Cl)Cl. The product is [NH2:7][CH:8]([CH3:19])[C:9]([N:11]1[CH2:16][CH2:15][S:14](=[O:18])(=[O:17])[CH2:13][CH2:12]1)=[O:10]. The yield is 1.00. (2) The reactants are ClC(Cl)(Cl)C(O)=O.S(=O)(=O)(O)O.[N+:13]([C:16]1[CH:17]=[C:18]2[C:23](=[CH:24][CH:25]=1)[O:22][CH2:21][CH2:20][C:19]2=[O:26])([O-:15])=[O:14].[N-:27]=[N+]=[N-].[Na+]. No catalyst specified. The product is [N+:13]([C:16]1[CH:25]=[CH:24][C:23]2[O:22][CH2:21][CH2:20][C:19](=[O:26])[NH:27][C:18]=2[CH:17]=1)([O-:15])=[O:14]. The yield is 0.220. (3) The reactants are [F:1][C:2]1[CH:3]=[C:4]([CH:8]=[CH:9][CH:10]=1)[C:5]([OH:7])=O.Cl.CN(C)CCCN=C=NCC.O.ON1C2C=CC=CC=2N=N1.[Cl:34][CH2:35][C:36]([NH:38]O)=[NH:37]. The catalyst is C(OCC)(=O)C.CN(C=O)C. The product is [Cl:34][CH2:35][C:36]1[N:38]=[C:5]([C:4]2[CH:8]=[CH:9][CH:10]=[C:2]([F:1])[CH:3]=2)[O:7][N:37]=1. The yield is 0.350. (4) The reactants are [Cl:1][C:2]1[N:3]=[N:4][CH:5]=[C:6](Cl)[C:7]=1[Cl:8].Cl.[CH2:11]([O:13][C:14](=[O:17])[CH2:15][NH2:16])[CH3:12].C(N(C(C)C)CC)(C)C. The catalyst is C(O)C. The product is [Cl:8][C:7]1[C:6]([NH:16][CH2:15][C:14]([O:13][CH2:11][CH3:12])=[O:17])=[CH:5][N:4]=[N:3][C:2]=1[Cl:1]. The yield is 0.310. (5) The reactants are C[Si]([N-][Si](C)(C)C)(C)C.[Li+].C[O:12][C:13]([C:15]1[C:23]2[C:18](=[N:19][CH:20]=[C:21]([Cl:24])[CH:22]=2)[N:17]([S:25]([C:28]2[CH:33]=[CH:32][CH:31]=[CH:30][CH:29]=2)(=[O:27])=[O:26])[C:16]=1[CH2:34][N:35]([CH2:46][C:47]#[N:48])S(C1C=CC(C)=CC=1)(=O)=O)=O. The catalyst is C1COCC1. The product is [C:28]1([S:25]([N:17]2[C:16]3[CH:34]=[N:35][C:46]([C:47]#[N:48])=[C:13]([OH:12])[C:15]=3[C:23]3[CH:22]=[C:21]([Cl:24])[CH:20]=[N:19][C:18]2=3)(=[O:27])=[O:26])[CH:29]=[CH:30][CH:31]=[CH:32][CH:33]=1. The yield is 0.270. (6) The reactants are Cl[CH2:2][C:3]1[N:4]([C:20]2[CH:25]=[CH:24][C:23]([N+:26]([O-:28])=[O:27])=[CH:22][CH:21]=2)[CH:5]=[C:6]([C:8]2[C:9]([C:14]3[CH:19]=[CH:18][CH:17]=[CH:16][CH:15]=3)=[N:10][O:11][C:12]=2[CH3:13])[N:7]=1.[Cl:29][C:30]1[CH:31]=[C:32]([CH:35]=[CH:36][CH:37]=1)[CH2:33][OH:34].CC1C=CC(CO)=CC=1. No catalyst specified. The product is [Cl:29][C:30]1[CH:31]=[C:32]([CH:35]=[CH:36][CH:37]=1)[CH2:33][O:34][CH2:2][C:3]1[N:4]([C:20]2[CH:25]=[CH:24][C:23]([N+:26]([O-:28])=[O:27])=[CH:22][CH:21]=2)[CH:5]=[C:6]([C:8]2[C:9]([C:14]3[CH:15]=[CH:16][CH:17]=[CH:18][CH:19]=3)=[N:10][O:11][C:12]=2[CH3:13])[N:7]=1. The yield is 0.600. (7) The reactants are [C:1]([O-:6])(=[O:5])[CH:2]([CH3:4])[CH3:3].C[N+](C)(C)C.C(O)(=O)C(C)C.[C:18](=[O:28])([S:26][CH3:27])[O:19][O:20][CH:21](Cl)[CH:22]([CH3:24])[CH3:23]. The catalyst is CCOC(C)=O. The product is [C:18](=[O:28])([S:26][CH3:27])[O:19][O:20][CH:21]([O:6][C:1](=[O:5])[CH:2]([CH3:4])[CH3:3])[CH:22]([CH3:24])[CH3:23]. The yield is 0.650. (8) The reactants are [CH:1]1[C:6]2[C:7]([C:16]3[CH:26]=[CH:25][C:19]([C:20]([O:22][CH2:23][CH3:24])=[O:21])=[CH:18][CH:17]=3)=[N:8][C:9]3[CH:15]=[CH:14][CH:13]=[CH:12][C:10]=3[O:11][C:5]=2[CH:4]=[CH:3][CH:2]=1.[H][H]. The catalyst is C(O)C.C1COCC1.[Pt](=O)=O. The product is [CH:1]1[C:6]2[CH:7]([C:16]3[CH:17]=[CH:18][C:19]([C:20]([O:22][CH2:23][CH3:24])=[O:21])=[CH:25][CH:26]=3)[NH:8][C:9]3[CH:15]=[CH:14][CH:13]=[CH:12][C:10]=3[O:11][C:5]=2[CH:4]=[CH:3][CH:2]=1. The yield is 0.670.